From a dataset of Forward reaction prediction with 1.9M reactions from USPTO patents (1976-2016). Predict the product of the given reaction. The product is: [Cl:1][C:2]1[CH:9]=[CH:8][CH:7]=[C:6]([N+:10]([O-:12])=[O:11])[C:3]=1[C:4]1[C:42]([C:41]([NH:40][C:37]2[CH:36]=[CH:35][C:34]([N:33]([CH2:31][CH3:32])[CH2:47][CH3:48])=[CH:39][CH:38]=2)=[O:46])=[C:43]([CH3:44])[O:45][N:18]=1. Given the reactants [Cl:1][C:2]1[CH:9]=[CH:8][CH:7]=[C:6]([N+:10]([O-:12])=[O:11])[C:3]=1[CH:4]=O.Cl.NO.CC[N:18](CC)CC.ClN1C(=O)CCC1=O.[CH2:31]([N:33]([CH2:47][CH3:48])[C:34]1[CH:39]=[CH:38][C:37]([NH:40][C:41](=[O:46])[CH2:42][C:43](=[O:45])[CH3:44])=[CH:36][CH:35]=1)[CH3:32].CO[Na], predict the reaction product.